From a dataset of Reaction yield outcomes from USPTO patents with 853,638 reactions. Predict the reaction yield, written as a fraction of the theoretical maximum amount of product (1.0 means a 100% yield; for example, 0.34 means a 34% yield). (1) The reactants are [CH:1]1[N:5]=[CH:4][NH:3][C:2]=1/[CH:6]=[CH:7]/[C:8]([OH:10])=[O:9]. The catalyst is O.[Pd]. The product is [NH:5]1[CH:1]=[C:2]([CH2:6][CH2:7][C:8]([OH:10])=[O:9])[N:3]=[CH:4]1. The yield is 0.960. (2) The reactants are [Br:1][C:2]1[CH:7]=[CH:6][C:5]([OH:8])=[CH:4][CH:3]=1.[OH-].[K+].Br[C:12]([CH3:21])([CH3:20])[C:13]([O:15][C:16]([CH3:19])([CH3:18])[CH3:17])=[O:14]. The catalyst is C(O)C. The product is [Br:1][C:2]1[CH:7]=[CH:6][C:5]([O:8][C:12]([CH3:21])([CH3:20])[C:13]([O:15][C:16]([CH3:19])([CH3:18])[CH3:17])=[O:14])=[CH:4][CH:3]=1. The yield is 0.350. (3) The reactants are [C:1]([O:5][C:6](=[O:9])[CH2:7][NH2:8])([CH3:4])([CH3:3])[CH3:2].[Cl:10][C:11]1[CH:12]=[C:13]([CH:16]=[CH:17][CH:18]=1)[CH:14]=O. The catalyst is C(Cl)Cl. The product is [C:1]([O:5][C:6](=[O:9])[CH2:7]/[N:8]=[CH:14]/[C:13]1[CH:16]=[CH:17][CH:18]=[C:11]([Cl:10])[CH:12]=1)([CH3:4])([CH3:3])[CH3:2]. The yield is 0.950. (4) The reactants are [N:1]1[C:10]2[CH2:9][CH2:8][CH2:7][CH:6]([NH:11][CH2:12][CH2:13][CH2:14][CH2:15][N:16]3[C:24](=[O:25])[C:23]4[C:18](=[CH:19][CH:20]=[CH:21][CH:22]=4)[C:17]3=[O:26])[C:5]=2[N:4]=[CH:3][CH:2]=1.[C:27]([O:31][C:32]([N:34]1[C:38]2[CH:39]=[CH:40][CH:41]=[CH:42][C:37]=2[N:36]=[C:35]1[CH2:43]Cl)=[O:33])([CH3:30])([CH3:29])[CH3:28].[I-].[K+].C(N(C(C)C)CC)(C)C.C(=O)(O)[O-].[Na+]. The catalyst is CC#N. The product is [C:27]([O:31][C:32]([N:34]1[C:38]2[CH:39]=[CH:40][CH:41]=[CH:42][C:37]=2[N:36]=[C:35]1[CH2:43][N:11]([CH2:12][CH2:13][CH2:14][CH2:15][N:16]1[C:17](=[O:26])[C:18]2[C:23](=[CH:22][CH:21]=[CH:20][CH:19]=2)[C:24]1=[O:25])[CH:6]1[CH2:7][CH2:8][CH2:9][C:10]2[N:1]=[CH:2][CH:3]=[N:4][C:5]1=2)=[O:33])([CH3:30])([CH3:29])[CH3:28]. The yield is 0.850. (5) The reactants are C(Cl)(=O)C(Cl)=O.CS(C)=O.[OH:11][CH2:12][CH2:13][CH2:14][CH2:15][N:16]1[C:25]2[C:20](=[CH:21][CH:22]=[C:23]([O:26][CH3:27])[CH:24]=2)[N:19]=[CH:18][C:17]1=[O:28].C(N(CC)CC)C.[Cl-].[NH4+]. The catalyst is ClCCl. The product is [CH3:27][O:26][C:23]1[CH:24]=[C:25]2[C:20]([N:19]=[CH:18][C:17](=[O:28])[N:16]2[CH2:15][CH2:14][CH2:13][CH:12]=[O:11])=[CH:21][CH:22]=1. The yield is 0.580.